From a dataset of Full USPTO retrosynthesis dataset with 1.9M reactions from patents (1976-2016). Predict the reactants needed to synthesize the given product. (1) Given the product [C:14]1([C:17]2[CH:18]=[CH:19][CH:20]=[CH:21][CH:22]=2)[CH:15]=[CH:16][C:11]([C:9]2[O:10][C:6]([CH2:5][C:4]([OH:23])=[O:3])=[CH:7][CH:8]=2)=[CH:12][CH:13]=1, predict the reactants needed to synthesize it. The reactants are: C([O:3][C:4](=[O:23])[CH2:5][C:6]1[O:10][C:9]([C:11]2[CH:16]=[CH:15][C:14]([C:17]3[CH:22]=[CH:21][CH:20]=[CH:19][CH:18]=3)=[CH:13][CH:12]=2)=[CH:8][CH:7]=1)C.[Li+].[OH-].Cl. (2) The reactants are: [C:1]([C:6]1[CH:7]=[C:8]([Cl:25])[C:9]([N:12]2[CH2:17][CH2:16][N:15](C(OC(C)(C)C)=O)[CH2:14][CH2:13]2)=[N:10][CH:11]=1)(=[O:5])[CH2:2][CH2:3][CH3:4].[ClH:26]. Given the product [ClH:25].[ClH:26].[Cl:25][C:8]1[CH:7]=[C:6]([C:1](=[O:5])[CH2:2][CH2:3][CH3:4])[CH:11]=[N:10][C:9]=1[N:12]1[CH2:17][CH2:16][NH:15][CH2:14][CH2:13]1, predict the reactants needed to synthesize it. (3) Given the product [NH2:8][CH2:9][CH2:10][S:11][C:12]1[C:13]([C:20]([O:22][CH2:23][CH3:24])=[O:21])=[N:14][C:15]([O:18][CH3:19])=[N:16][CH:17]=1, predict the reactants needed to synthesize it. The reactants are: C(OC([NH:8][CH2:9][CH2:10][S:11][C:12]1[C:13]([C:20]([O:22][CH2:23][CH3:24])=[O:21])=[N:14][C:15]([O:18][CH3:19])=[N:16][CH:17]=1)=O)(C)(C)C.C(O)(C(F)(F)F)=O. (4) Given the product [Cl:3][C:4]1[CH:5]=[C:6]([Cl:25])[C:7]2[C:8]3[CH2:17][CH2:16][N:15]([C:18]([O:20][C:21]([CH3:22])([CH3:24])[CH3:23])=[O:19])[CH2:14][CH2:13][C:9]=3[N:10]([CH2:27][C:28]([O:30][CH2:31][CH3:32])=[O:29])[C:11]=2[CH:12]=1, predict the reactants needed to synthesize it. The reactants are: [H-].[Na+].[Cl:3][C:4]1[CH:5]=[C:6]([Cl:25])[C:7]2[C:8]3[CH2:17][CH2:16][N:15]([C:18]([O:20][C:21]([CH3:24])([CH3:23])[CH3:22])=[O:19])[CH2:14][CH2:13][C:9]=3[NH:10][C:11]=2[CH:12]=1.Br[CH2:27][C:28]([O:30][CH2:31][CH3:32])=[O:29]. (5) Given the product [N:27]1([C:2]2[CH:7]=[CH:6][C:5]([N:8]3[CH2:13][CH2:12][N:11]([CH2:14][CH2:15][CH2:16][CH3:17])[CH2:10][CH2:9]3)=[C:4]([CH:18]3[CH2:23][CH2:22][C:21]([CH3:25])([CH3:24])[CH2:20][CH2:19]3)[CH:3]=2)[CH2:30][CH2:29][CH2:28]1, predict the reactants needed to synthesize it. The reactants are: Br[C:2]1[CH:7]=[CH:6][C:5]([N:8]2[CH2:13][CH2:12][N:11]([CH2:14][CH2:15][CH2:16][CH3:17])[CH2:10][CH2:9]2)=[C:4]([CH:18]2[CH2:23][CH2:22][C:21]([CH3:25])([CH3:24])[CH2:20][CH2:19]2)[CH:3]=1.Cl.[NH:27]1[CH2:30][CH2:29][CH2:28]1.CC(C)([O-])C.[Na+].F[B-](F)(F)F.C([PH+](C(C)(C)C)C(C)(C)C)(C)(C)C. (6) Given the product [C:5]1([CH2:4][C:3]([OH:26])=[O:30])[CH:6]=[CH:7][CH:8]=[CH:9][CH:10]=1, predict the reactants needed to synthesize it. The reactants are: CN(C)[C:3](=[O:26])[CH2:4][C:5]1[CH:10]=[C:9](CC)[CH:8]=[CH:7][C:6]=1NC1C=CC(C)=C(C(F)(F)F)C=1F.CC[OH:30]. (7) Given the product [F:20][C:17]1[CH:18]=[CH:19][C:14]([C:13]2[C:3]3[C:2]([N:35]4[CH2:36][CH2:37][CH:32]([CH2:31][O:30][CH3:29])[CH2:33][CH2:34]4)=[N:7][C:6]([CH2:8][CH2:9][OH:10])=[N:5][C:4]=3[S:11][CH:12]=2)=[CH:15][CH:16]=1, predict the reactants needed to synthesize it. The reactants are: Cl[C:2]1[C:3]2[C:13]([C:14]3[CH:19]=[CH:18][C:17]([F:20])=[CH:16][CH:15]=3)=[CH:12][S:11][C:4]=2[N:5]=[C:6]([CH2:8][CH2:9][OH:10])[N:7]=1.C(N(CC)CC)C.Cl.[CH3:29][O:30][CH2:31][CH:32]1[CH2:37][CH2:36][NH:35][CH2:34][CH2:33]1. (8) Given the product [Br:1][C:2]1[CH:3]=[C:4](/[CH:7]=[CH:8]/[C:9]([N:33]=[N+:34]=[N-:35])=[O:11])[O:5][CH:6]=1, predict the reactants needed to synthesize it. The reactants are: [Br:1][C:2]1[CH:3]=[C:4](/[CH:7]=[CH:8]/[C:9]([OH:11])=O)[O:5][CH:6]=1.C(N(CC)CC)C.C1(P([N:33]=[N+:34]=[N-:35])(C2C=CC=CC=2)=O)C=CC=CC=1.C(=O)(O)[O-].[Na+]. (9) Given the product [CH2:1]([C:3]1[C:8]([C:9]([NH:32][C:31]2[CH:33]=[CH:34][CH:35]=[CH:36][C:30]=2[C:29]2[O:25][CH:26]=[N:27][CH:28]=2)=[O:11])=[CH:7][N:6]=[C:5]([S:12][CH3:13])[N:4]=1)[CH3:2], predict the reactants needed to synthesize it. The reactants are: [CH2:1]([C:3]1[C:8]([C:9]([OH:11])=O)=[CH:7][N:6]=[C:5]([S:12][CH3:13])[N:4]=1)[CH3:2].CN(C)C=O.C(Cl)(=O)C(Cl)=O.[O:25]1[C:29]([C:30]2[CH:36]=[CH:35][CH:34]=[CH:33][C:31]=2[NH2:32])=[CH:28][N:27]=[CH:26]1. (10) Given the product [C:13]([OH:25])(=[O:24])[CH2:14][C:15]([CH2:20][C:21]([OH:23])=[O:22])([C:17]([OH:19])=[O:18])[OH:16].[OH:1][CH:2]1[O:10][C@H:9]([CH2:11][OH:12])[C@@H:7]([OH:8])[C@H:5]([OH:6])[C@H:3]1[NH2:4], predict the reactants needed to synthesize it. The reactants are: [OH:1][CH:2]1[O:10][C@H:9]([CH2:11][OH:12])[C@@H:7]([OH:8])[C@H:5]([OH:6])[C@H:3]1[NH2:4].[C:13]([OH:25])(=[O:24])[CH2:14][C:15]([CH2:20][C:21]([OH:23])=[O:22])([C:17]([OH:19])=[O:18])[OH:16].